This data is from Hepatocyte clearance measurements from AstraZeneca. The task is: Regression/Classification. Given a drug SMILES string, predict its absorption, distribution, metabolism, or excretion properties. Task type varies by dataset: regression for continuous measurements (e.g., permeability, clearance, half-life) or binary classification for categorical outcomes (e.g., BBB penetration, CYP inhibition). For this dataset (clearance_hepatocyte_az), we predict log10(clearance) (log10 of the in vitro intrinsic clearance, CLint, in uL/min per 10^6 hepatocytes; values are censored to the assay range of 3 to 150, which is 0.477 to 2.18 on this log10 scale). (1) The compound is C=CC(=O)Nc1ccc(C)cc1. The log10(clearance) is 1.33. (2) The compound is C[C@]12CCC3C(CC=C4C[C@@H](O)CC[C@@]43C)C1CC=C2n1cnc2ccccc21. The log10(clearance) is 1.54. (3) The compound is O=C(O)CCc1nc(-c2ccccc2)c(-c2ccccc2)o1. The log10(clearance) is 0.810.